Dataset: Forward reaction prediction with 1.9M reactions from USPTO patents (1976-2016). Task: Predict the product of the given reaction. Given the reactants [F:1][C:2]1[CH:21]=[CH:20][CH:19]=[CH:18][C:3]=1[CH2:4][N:5]1[C:9]2=[N:10][CH:11]=[CH:12][CH:13]=[C:8]2[C:7]([C:14](=[N:16][OH:17])[NH2:15])=[N:6]1.C1N=CN([C:27](N2C=NC=C2)=[S:28])C=1.N12CCCC1=NCCC2, predict the reaction product. The product is: [F:1][C:2]1[CH:21]=[CH:20][CH:19]=[CH:18][C:3]=1[CH2:4][N:5]1[C:9]2=[N:10][CH:11]=[CH:12][CH:13]=[C:8]2[C:7]([C:14]2[NH:15][C:27](=[S:28])[O:17][N:16]=2)=[N:6]1.